This data is from Forward reaction prediction with 1.9M reactions from USPTO patents (1976-2016). The task is: Predict the product of the given reaction. Given the reactants C([O:8][N:9]([CH2:12][CH:13]1[C:19](=[O:20])[NH:18][C:17]2[CH:21]=[CH:22][CH:23]=[CH:24][C:16]=2[CH2:15][CH2:14]1)[CH:10]=[O:11])C1C=CC=CC=1, predict the reaction product. The product is: [OH:8][N:9]([CH2:12][CH:13]1[C:19](=[O:20])[NH:18][C:17]2[CH:21]=[CH:22][CH:23]=[CH:24][C:16]=2[CH2:15][CH2:14]1)[CH:10]=[O:11].